This data is from Forward reaction prediction with 1.9M reactions from USPTO patents (1976-2016). The task is: Predict the product of the given reaction. (1) Given the reactants [Br:1][C:2]1[CH:10]=[CH:9][C:5]2[O:6][CH2:7][O:8][C:4]=2[C:3]=1[CH:11]=[N:12][OH:13].Cl.Cl[CH2:16][CH2:17][N:18]1[CH2:22][CH2:21][CH2:20][CH2:19]1.[H-].[Na+], predict the reaction product. The product is: [Br:1][C:2]1[CH:10]=[CH:9][C:5]2[O:6][CH2:7][O:8][C:4]=2[C:3]=1[CH:11]=[N:12][O:13][CH2:16][CH2:17][N:18]1[CH2:22][CH2:21][CH2:20][CH2:19]1. (2) Given the reactants [Br:1][CH2:2][CH2:3]SC1C=CC=CC=1.Cl[C:12]1[CH:13]=[C:14](C(OO)=O)[CH:15]=[CH:16][CH:17]=1.[S:22]([O-:25])([O-])=[O:23].[Na+].[Na+], predict the reaction product. The product is: [Br:1][CH2:2][CH2:3][S:22]([C:12]1[CH:13]=[CH:14][CH:15]=[CH:16][CH:17]=1)(=[O:25])=[O:23]. (3) Given the reactants [CH:1]([O:4][C:5]1[CH:10]=[C:9]([CH3:11])[N:8]=[C:7]([N:12]2[CH2:17][CH2:16][N:15](C(OC(C)(C)C)=O)[CH2:14][CH2:13]2)[N:6]=1)([CH3:3])[CH3:2].Cl, predict the reaction product. The product is: [CH:1]([O:4][C:5]1[CH:10]=[C:9]([CH3:11])[N:8]=[C:7]([N:12]2[CH2:17][CH2:16][NH:15][CH2:14][CH2:13]2)[N:6]=1)([CH3:3])[CH3:2]. (4) Given the reactants [Cl:1][C:2]1[CH:7]=[C:6]([N+:8]([O-:10])=[O:9])[CH:5]=[CH:4][C:3]=1F.C([O-])([O-])=O.[K+].[K+].[N:18]1[CH:23]=[CH:22][CH:21]=[CH:20][C:19]=1[CH2:24][OH:25], predict the reaction product. The product is: [Cl:1][C:2]1[CH:7]=[C:6]([N+:8]([O-:10])=[O:9])[CH:5]=[CH:4][C:3]=1[O:25][CH2:24][C:19]1[CH:20]=[CH:21][CH:22]=[CH:23][N:18]=1. (5) Given the reactants [Cl:1][C:2]1[CH:12]=[CH:11][C:5]2[CH2:6][CH2:7][NH:8][CH2:9][CH2:10][C:4]=2[C:3]=1[NH:13][CH2:14][C:15]1[CH:16]=[N:17][C:18]([S:21]([CH2:24][C:25]([CH3:28])([CH3:27])[CH3:26])(=[O:23])=[O:22])=[CH:19][CH:20]=1.[C:29]([OH:36])(=[O:35])[CH2:30][CH2:31][C:32]([OH:34])=[O:33], predict the reaction product. The product is: [C:29]([OH:36])(=[O:35])[CH2:30][CH2:31][C:32]([OH:34])=[O:33].[Cl:1][C:2]1[CH:12]=[CH:11][C:5]2[CH2:6][CH2:7][NH:8][CH2:9][CH2:10][C:4]=2[C:3]=1[NH:13][CH2:14][C:15]1[CH:16]=[N:17][C:18]([S:21]([CH2:24][C:25]([CH3:28])([CH3:27])[CH3:26])(=[O:23])=[O:22])=[CH:19][CH:20]=1. (6) Given the reactants [NH2:1][C:2]1[C:9]([Br:10])=[CH:8][C:7]([Br:11])=[CH:6][C:3]=1[C:4]#[N:5].[CH3:12][C:13](C)([O-])[CH3:14].[K+].C(Br)C=C.O, predict the reaction product. The product is: [CH2:14]([NH:1][C:2]1[C:9]([Br:10])=[CH:8][C:7]([Br:11])=[CH:6][C:3]=1[C:4]#[N:5])[CH:13]=[CH2:12]. (7) Given the reactants O=[C:2]1[CH2:7][CH2:6][CH2:5][N:4]([C:8]([O:10][C:11]([CH3:14])([CH3:13])[CH3:12])=[O:9])[CH2:3]1.[Br-].[C:16]1([PH+](C2C=CC=CC=2)C2C=CC=CC=2)C=CC=CC=1.[Li]CCCC, predict the reaction product. The product is: [CH2:16]=[C:2]1[CH2:7][CH2:6][CH2:5][N:4]([C:8]([O:10][C:11]([CH3:14])([CH3:13])[CH3:12])=[O:9])[CH2:3]1.